The task is: Binary Classification. Given a T-cell receptor sequence (or CDR3 region) and an epitope sequence, predict whether binding occurs between them.. This data is from TCR-epitope binding with 47,182 pairs between 192 epitopes and 23,139 TCRs. (1) The epitope is GTSGSPIINR. The TCR CDR3 sequence is CASSTGAGAPFGYTF. Result: 1 (the TCR binds to the epitope). (2) The epitope is ILGLPTQTV. The TCR CDR3 sequence is CASSTIAGVPDTQYF. Result: 1 (the TCR binds to the epitope). (3) The epitope is IYSKHTPINL. The TCR CDR3 sequence is CASSPSLTARYNEQFF. Result: 1 (the TCR binds to the epitope). (4) Result: 0 (the TCR does not bind to the epitope). The epitope is TPGPGVRYPL. The TCR CDR3 sequence is CASSHPAGNFHGYTF. (5) The epitope is MPASWVMRI. The TCR CDR3 sequence is CASSLSGRAEETQYF. Result: 0 (the TCR does not bind to the epitope). (6) The TCR CDR3 sequence is CATSDPLTGGGEKLFF. The epitope is SLYNTVATL. Result: 0 (the TCR does not bind to the epitope). (7) The epitope is HLVDFQVTI. The TCR CDR3 sequence is CASSLGGVTEAFF. Result: 0 (the TCR does not bind to the epitope).